This data is from Reaction yield outcomes from USPTO patents with 853,638 reactions. The task is: Predict the reaction yield, written as a fraction of the theoretical maximum amount of product (1.0 means a 100% yield; for example, 0.34 means a 34% yield). (1) The reactants are Br[C:2]1[CH:7]=[CH:6][C:5]([N:8]2[C:16]3[C:15]([OH:17])=[C:14]([C:18]#[N:19])[C:13](=[O:20])[NH:12][C:11]=3[CH:10]=[C:9]2[Cl:21])=[CH:4][CH:3]=1.O.[OH:23][C:24]1[C:29]([O:30][CH3:31])=[CH:28][CH:27]=[CH:26][C:25]=1B(O)O.C(=O)([O-])[O-].[Cs+].[Cs+]. The catalyst is O1CCOCC1.C1C=CC([P]([Pd]([P](C2C=CC=CC=2)(C2C=CC=CC=2)C2C=CC=CC=2)([P](C2C=CC=CC=2)(C2C=CC=CC=2)C2C=CC=CC=2)[P](C2C=CC=CC=2)(C2C=CC=CC=2)C2C=CC=CC=2)(C2C=CC=CC=2)C2C=CC=CC=2)=CC=1. The product is [Cl:21][C:9]1[N:8]([C:5]2[CH:6]=[CH:7][C:2]([C:25]3[CH:26]=[CH:27][CH:28]=[C:29]([O:30][CH3:31])[C:24]=3[OH:23])=[CH:3][CH:4]=2)[C:16]2[C:15]([OH:17])=[C:14]([C:18]#[N:19])[C:13](=[O:20])[NH:12][C:11]=2[CH:10]=1. The yield is 0.283. (2) The reactants are [Cl-].[CH3:2][O:3][CH2:4][P+](C1C=CC=CC=1)(C1C=CC=CC=1)C1C=CC=CC=1.C([N-]C(C)C)(C)C.[Li+].C(NC(C)C)(C)C.[C:39]([O:43][C:44]([N:46]1[CH2:51][CH2:50][CH2:49][C:48](=O)[CH:47]1[CH2:53][C:54]1[CH:59]=[CH:58][CH:57]=[CH:56][CH:55]=1)=[O:45])([CH3:42])([CH3:41])[CH3:40]. The catalyst is C1COCC1. The product is [C:39]([O:43][C:44]([N:46]1[CH2:51][CH2:50][CH2:49][C:48](=[CH:2][O:3][CH3:4])[CH:47]1[CH2:53][C:54]1[CH:59]=[CH:58][CH:57]=[CH:56][CH:55]=1)=[O:45])([CH3:42])([CH3:41])[CH3:40]. The yield is 0.640. (3) The reactants are Cl.[NH2:2][CH2:3][CH2:4][O:5][C:6]1[CH:11]=[CH:10][C:9]([NH:12][C:13](=[O:22])[C:14]2[CH:19]=[CH:18][CH:17]=[C:16]([O:20][CH3:21])[CH:15]=2)=[CH:8][C:7]=1[C:23]1[N:27]([CH3:28])[N:26]=[CH:25][CH:24]=1.C(N(CC)CC)C.Cl[C:37]([O:39][CH2:40][CH3:41])=[O:38]. The catalyst is ClCCl. The product is [CH2:40]([O:39][C:37](=[O:38])[NH:2][CH2:3][CH2:4][O:5][C:6]1[CH:11]=[CH:10][C:9]([NH:12][C:13](=[O:22])[C:14]2[CH:19]=[CH:18][CH:17]=[C:16]([O:20][CH3:21])[CH:15]=2)=[CH:8][C:7]=1[C:23]1[N:27]([CH3:28])[N:26]=[CH:25][CH:24]=1)[CH3:41]. The yield is 0.524. (4) The reactants are [CH2:1]([O:3][C:4](=[O:30])[C:5](=P(C1C=CC=CC=1)(C1C=CC=CC=1)C1C=CC=CC=1)[CH2:6][C:7]([F:10])([F:9])[F:8])[CH3:2].O.[F:32][C:33]([F:37])([F:36])[CH:34]=O. The catalyst is C1COCC1. The product is [CH2:1]([O:3][C:4](=[O:30])[C:5]([CH2:6][C:7]([F:8])([F:9])[F:10])=[CH:34][C:33]([F:37])([F:36])[F:32])[CH3:2]. The yield is 0.860. (5) The reactants are [CH2:1]([C:3]1[C:4]([F:15])=[CH:5][N:6]=[C:7]2[C:12]=1[N:11]=[C:10]([O:13]C)[CH:9]=[CH:8]2)[CH3:2].Br.C(=O)([O-])O.[Na+]. The catalyst is C(O)(=O)C.O. The product is [CH2:1]([C:3]1[C:4]([F:15])=[CH:5][N:6]=[C:7]2[C:12]=1[NH:11][C:10](=[O:13])[CH:9]=[CH:8]2)[CH3:2]. The yield is 0.830. (6) The reactants are [C:1]([O:5][C:6]([NH:8][C@H:9]([C:40]([O:42][C:43]([CH3:46])([CH3:45])[CH3:44])=[O:41])[CH2:10][C@H:11]([CH2:19][C:20]1[CH:25]=[CH:24][C:23]([O:26][CH2:27][CH2:28][O:29][S:30]([C:33]2[CH:38]=[CH:37][C:36]([CH3:39])=[CH:35][CH:34]=2)(=[O:32])=[O:31])=[CH:22][N:21]=1)[C:12]([O:14][C:15]([CH3:18])([CH3:17])[CH3:16])=[O:13])=[O:7])([CH3:4])([CH3:3])[CH3:2].ClC1C=C(C=CC=1)C(OO)=[O:52]. The catalyst is ClCCl. The product is [C:1]([O:5][C:6]([NH:8][C@H:9]([C:40]([O:42][C:43]([CH3:46])([CH3:45])[CH3:44])=[O:41])[CH2:10][C@H:11]([CH2:19][C:20]1[CH:25]=[CH:24][C:23]([O:26][CH2:27][CH2:28][O:29][S:30]([C:33]2[CH:38]=[CH:37][C:36]([CH3:39])=[CH:35][CH:34]=2)(=[O:31])=[O:32])=[CH:22][N+:21]=1[O-:52])[C:12]([O:14][C:15]([CH3:18])([CH3:17])[CH3:16])=[O:13])=[O:7])([CH3:2])([CH3:3])[CH3:4]. The yield is 0.810. (7) The reactants are [NH:1]1[C:5]2[CH:6]=[CH:7][CH:8]=[CH:9][C:4]=2[N:3]=[C:2]1[C:10]([OH:12])=O.CN(C(ON1N=NC2C=CC=NC1=2)=[N+](C)C)C.F[P-](F)(F)(F)(F)F.Cl.[NH:38]1[CH2:41][CH:40]([C:42]2[C:47]([C:48]3[CH:53]=[CH:52][CH:51]=[CH:50][CH:49]=3)=[CH:46][CH:45]=[CH:44][N:43]=2)[CH2:39]1. The catalyst is CN(C=O)C.O. The product is [NH:3]1[C:4]2[CH:9]=[CH:8][CH:7]=[CH:6][C:5]=2[N:1]=[C:2]1[C:10]([N:38]1[CH2:39][CH:40]([C:42]2[C:47]([C:48]3[CH:53]=[CH:52][CH:51]=[CH:50][CH:49]=3)=[CH:46][CH:45]=[CH:44][N:43]=2)[CH2:41]1)=[O:12]. The yield is 0.590.